Dataset: Full USPTO retrosynthesis dataset with 1.9M reactions from patents (1976-2016). Task: Predict the reactants needed to synthesize the given product. (1) The reactants are: C[O-].[Na+].[C:4]([O:14]C)(=O)[CH2:5][S:6][CH2:7][CH2:8][C:9]([O:11][CH3:12])=[O:10].Cl. Given the product [CH3:12][O:11][C:9]([CH:8]1[C:4](=[O:14])[CH2:5][S:6][CH2:7]1)=[O:10], predict the reactants needed to synthesize it. (2) Given the product [CH3:19][NH:18][CH2:17][C:15]1[S:16][C:11]2[C:10]([N:27]3[CH2:32][CH2:31][O:30][CH2:29][CH2:28]3)=[N:9][C:8]([C:4]3[CH:3]=[C:2]([OH:1])[CH:7]=[CH:6][CH:5]=3)=[N:13][C:12]=2[CH:14]=1, predict the reactants needed to synthesize it. The reactants are: [OH:1][C:2]1[CH:3]=[C:4]([C:8]2[N:9]=[C:10]([N:27]3[CH2:32][CH2:31][O:30][CH2:29][CH2:28]3)[C:11]3[S:16][C:15]([CH2:17][N:18](C)[C:19](=O)OC(C)(C)C)=[CH:14][C:12]=3[N:13]=2)[CH:5]=[CH:6][CH:7]=1.Cl.